Task: Regression. Given two drug SMILES strings and cell line genomic features, predict the synergy score measuring deviation from expected non-interaction effect.. Dataset: Merck oncology drug combination screen with 23,052 pairs across 39 cell lines (1) Drug 1: N#Cc1ccc(Cn2cncc2CN2CCN(c3cccc(Cl)c3)C(=O)C2)cc1. Drug 2: Cn1cc(-c2cnn3c(N)c(Br)c(C4CCCNC4)nc23)cn1. Cell line: A375. Synergy scores: synergy=23.2. (2) Drug 1: O=C(CCCCCCC(=O)Nc1ccccc1)NO. Drug 2: NC1(c2ccc(-c3nc4ccn5c(=O)[nH]nc5c4cc3-c3ccccc3)cc2)CCC1. Cell line: A427. Synergy scores: synergy=-6.51. (3) Drug 1: N.N.O=C(O)C1(C(=O)O)CCC1.[Pt]. Drug 2: NC(=O)c1cccc2cn(-c3ccc(C4CCCNC4)cc3)nc12. Cell line: HT29. Synergy scores: synergy=13.2.